This data is from CYP3A4 inhibition data for predicting drug metabolism from PubChem BioAssay. The task is: Regression/Classification. Given a drug SMILES string, predict its absorption, distribution, metabolism, or excretion properties. Task type varies by dataset: regression for continuous measurements (e.g., permeability, clearance, half-life) or binary classification for categorical outcomes (e.g., BBB penetration, CYP inhibition). Dataset: cyp3a4_veith. (1) The compound is CCC(C)(C(=O)NC1CCCC1)N(Cc1ccco1)C(=O)c1ccccn1. The result is 1 (inhibitor). (2) The compound is C=C[C@@]1(C)CC(=O)[C@]2(O)[C@@](C)(O1)[C@@H](OC(C)=O)[C@@H](O)[C@H]1C(C)(C)CC[C@@H](O)[C@@]12C. The result is 1 (inhibitor). (3) The compound is COC(=O)C1C(O)=C(C=NCc2ccccc2)C(=O)CC1(C)C. The result is 0 (non-inhibitor). (4) The drug is COc1ccc2nc(NC(=O)C3CCN(S(=O)(=O)c4cccc5nsnc45)CC3)sc2c1. The result is 1 (inhibitor). (5) The result is 0 (non-inhibitor). The molecule is CCn1cc(C(=O)NCC2CCCO2)c(=O)c2cc(F)c(N3CCN(C)CC3)cc21.